This data is from Full USPTO retrosynthesis dataset with 1.9M reactions from patents (1976-2016). The task is: Predict the reactants needed to synthesize the given product. (1) Given the product [CH2:10]([O:12][C:13](=[O:29])[C:14]([CH3:28])([CH3:27])[CH2:15][CH2:16][CH2:17][CH:18]([C:19]1[CH:24]=[CH:23][CH:22]=[CH:21][C:20]=1[Cl:25])[N:6]1[CH2:7][CH2:8][C:9]2[S:1][CH:2]=[CH:3][C:4]=2[CH2:5]1)[CH3:11], predict the reactants needed to synthesize it. The reactants are: [S:1]1[C:9]2[CH2:8][CH2:7][NH:6][CH2:5][C:4]=2[CH:3]=[CH:2]1.[CH2:10]([O:12][C:13](=[O:29])[C:14]([CH3:28])([CH3:27])[CH2:15][CH2:16][CH2:17][CH:18](Br)[C:19]1[CH:24]=[CH:23][CH:22]=[CH:21][C:20]=1[Cl:25])[CH3:11].C(=O)([O-])[O-].[K+].[K+].O. (2) Given the product [F:1][C:2]1[CH:21]=[CH:20][CH:19]=[CH:18][C:3]=1[CH2:4][N:5]1[C:9]2=[N:10][CH:11]=[CH:12][CH:13]=[C:8]2[C:7]([C:14]2[N:15]=[N:16][C:28]([C:23]([CH3:34])([CH3:22])[C:24]([O:26][CH3:27])=[O:25])=[C:29]([OH:30])[N:17]=2)=[N:6]1, predict the reactants needed to synthesize it. The reactants are: [F:1][C:2]1[CH:21]=[CH:20][CH:19]=[CH:18][C:3]=1[CH2:4][N:5]1[C:9]2=[N:10][CH:11]=[CH:12][CH:13]=[C:8]2[C:7]([C:14](=[NH:17])[NH:15][NH2:16])=[N:6]1.[CH3:22][C:23]([CH3:34])([C:28](=O)[C:29](OC)=[O:30])[C:24]([O:26][CH3:27])=[O:25]. (3) Given the product [ClH:32].[NH2:1][C:2]1[CH:11]=[C:10]([C:12]2[C:21]3[C:16](=[CH:17][C:18]([O:27][CH2:28][CH3:29])=[C:19]4[O:24][C:23]([CH3:26])([CH3:25])[CH2:22][C:20]4=3)[CH2:15][C:14]([CH3:30])([CH3:31])[N:13]=2)[CH:9]=[CH:8][C:3]=1[C:4]([O:6][CH3:7])=[O:5], predict the reactants needed to synthesize it. The reactants are: [NH2:1][C:2]1[CH:11]=[C:10]([C:12]2[C:21]3[C:16](=[CH:17][C:18]([O:27][CH2:28][CH3:29])=[C:19]4[O:24][C:23]([CH3:26])([CH3:25])[CH2:22][C:20]4=3)[CH2:15][C:14]([CH3:31])([CH3:30])[N:13]=2)[CH:9]=[CH:8][C:3]=1[C:4]([O:6][CH3:7])=[O:5].[ClH:32].C(OCC)(=O)C.